From a dataset of Reaction yield outcomes from USPTO patents with 853,638 reactions. Predict the reaction yield, written as a fraction of the theoretical maximum amount of product (1.0 means a 100% yield; for example, 0.34 means a 34% yield). (1) The reactants are C(=O)([O-])[O-].[K+].[K+].[O:7]=[C:8]1[CH2:13][CH2:12][CH2:11][CH2:10][CH:9]1[C:14]([O:16][CH2:17][CH3:18])=[O:15].[CH2:19](I)[CH3:20]. The catalyst is CC(C)=O.C(OCC)C. The product is [CH2:19]([C:9]1([C:14]([O:16][CH2:17][CH3:18])=[O:15])[CH2:10][CH2:11][CH2:12][CH2:13][C:8]1=[O:7])[CH3:20]. The yield is 0.550. (2) The product is [C:13]([C:3]1[CH:4]=[C:5]([CH:10]=[CH:11][C:2]=1[OH:1])[C:6]([O:8][CH3:9])=[O:7])#[N:14]. The yield is 0.800. The catalyst is CN(C=O)C. The reactants are [OH:1][C:2]1[CH:11]=[CH:10][C:5]([C:6]([O:8][CH3:9])=[O:7])=[CH:4][C:3]=1I.[C:13]([Cu])#[N:14].[C-]#N.[Na+]. (3) The reactants are [Cl:1][C:2]1[CH:7]=[C:6]([Cl:8])[CH:5]=[CH:4][C:3]=1[S:9][C:10]1[CH:11]=[CH:12][C:13](=[O:16])[NH:14][N:15]=1.C(OO)(=[O:19])C.C(O)(=O)C.[OH2:26]. No catalyst specified. The product is [Cl:1][C:2]1[CH:7]=[C:6]([Cl:8])[CH:5]=[CH:4][C:3]=1[S:9]([C:10]1[CH:11]=[CH:12][C:13](=[O:16])[NH:14][N:15]=1)(=[O:19])=[O:26]. The yield is 0.370.